Dataset: Forward reaction prediction with 1.9M reactions from USPTO patents (1976-2016). Task: Predict the product of the given reaction. (1) Given the reactants [CH2:1]([O:8][C:9](=[O:41])[N:10]([CH:12]([C:14](=[O:40])[NH:15][CH:16]([C:21]([N:23]1[CH2:27][CH2:26][CH:25]2[NH:28][CH2:29][CH:30]([O:31][C:32]3[CH:37]=[CH:36][C:35]([F:38])=[C:34]([F:39])[CH:33]=3)[CH:24]12)=[O:22])[C:17]([CH3:20])([CH3:19])[CH3:18])[CH3:13])[CH3:11])[C:2]1[CH:7]=[CH:6][CH:5]=[CH:4][CH:3]=1.CCN(C(C)C)C(C)C.[CH3:51][S:52](Cl)(=[O:54])=[O:53], predict the reaction product. The product is: [CH2:1]([O:8][C:9](=[O:41])[N:10]([CH:12]([C:14](=[O:40])[NH:15][CH:16]([C:21]([N:23]1[CH2:27][CH2:26][CH:25]2[N:28]([S:52]([CH3:51])(=[O:54])=[O:53])[CH2:29][CH:30]([O:31][C:32]3[CH:37]=[CH:36][C:35]([F:38])=[C:34]([F:39])[CH:33]=3)[CH:24]12)=[O:22])[C:17]([CH3:19])([CH3:18])[CH3:20])[CH3:13])[CH3:11])[C:2]1[CH:7]=[CH:6][CH:5]=[CH:4][CH:3]=1. (2) Given the reactants Cl[C:2]1[N:3]=[C:4]([N:16]2[CH2:21][CH2:20][O:19][CH2:18][CH2:17]2)[C:5]2[CH:10]=[C:9]([C:11]([O:14][CH3:15])([CH3:13])[CH3:12])[S:8][C:6]=2[N:7]=1.[CH3:22][N:23]([C:31]1[N:36]=[CH:35][C:34](B2OC(C)(C)C(C)(C)O2)=[CH:33][N:32]=1)C(=O)OC(C)(C)C, predict the reaction product. The product is: [CH3:15][O:14][C:11]([C:9]1[S:8][C:6]2[N:7]=[C:2]([C:34]3[CH:33]=[N:32][C:31]([NH:23][CH3:22])=[N:36][CH:35]=3)[N:3]=[C:4]([N:16]3[CH2:21][CH2:20][O:19][CH2:18][CH2:17]3)[C:5]=2[CH:10]=1)([CH3:13])[CH3:12]. (3) Given the reactants [CH2:1]([O:3][C:4]([N:6]1[CH2:11][CH2:10][C@H:9]([NH:12]C(C2C=CC=CC=2)C)[C@H:8]([O:21][CH2:22][CH3:23])[CH2:7]1)=[O:5])[CH3:2].[H][H], predict the reaction product. The product is: [CH2:1]([O:3][C:4]([N:6]1[CH2:11][CH2:10][C@H:9]([NH2:12])[C@H:8]([O:21][CH2:22][CH3:23])[CH2:7]1)=[O:5])[CH3:2]. (4) Given the reactants [CH2:1]([CH:4]1[C:16]2[CH:15]=[CH:14][CH:13]=[CH:12][C:11]=2[C:10]2[C:5]1=[CH:6][CH:7]=[CH:8][CH:9]=2)[CH:2]=[CH2:3].O1[CH2:21][CH2:20][CH2:19][CH2:18]1.C([Li])CCC.C(Cl)/C=C/C, predict the reaction product. The product is: [CH2:1]([C:4]1([CH2:18]/[CH:19]=[CH:20]/[CH3:21])[C:5]2[CH:6]=[CH:7][CH:8]=[CH:9][C:10]=2[C:11]2[C:16]1=[CH:15][CH:14]=[CH:13][CH:12]=2)[CH:2]=[CH2:3]. (5) Given the reactants [F:1][C:2]1[CH:7]=[CH:6][C:5]([N:8]2[C:12]([C:13](N(OC)C)=[O:14])=[CH:11][N:10]=[C:9]2[S:19][CH2:20][C:21]2[C:26]([F:27])=[CH:25][CH:24]=[C:23]([F:28])[C:22]=2[F:29])=[CH:4][CH:3]=1.FC1C=CC(N2[C:41]([C:42](O)=[O:43])=CN=C2SC(C2C=CC=CC=2)(C2C=CC=CC=2)C2C=CC=CC=2)=CC=1.FC1C(F)=CC=C(F)C=1CBr.C(=O)([O-])[O-].[K+].[K+], predict the reaction product. The product is: [F:1][C:2]1[CH:7]=[CH:6][C:5]([N:8]2[C:12]([C:13]([O:43][CH2:42][CH3:41])=[O:14])=[CH:11][N:10]=[C:9]2[S:19][CH2:20][C:21]2[C:26]([F:27])=[CH:25][CH:24]=[C:23]([F:28])[C:22]=2[F:29])=[CH:4][CH:3]=1.